This data is from Catalyst prediction with 721,799 reactions and 888 catalyst types from USPTO. The task is: Predict which catalyst facilitates the given reaction. The catalyst class is: 77. Reactant: [F:1][C:2]1[CH:18]=[C:17]([N+:19]([O-:21])=[O:20])[CH:16]=[CH:15][C:3]=1[O:4][C:5]1[CH:10]=[CH:9][N:8]=[C:7]2[CH:11]=[C:12](I)[S:13][C:6]=12.Br[C:23]1[CH:30]=[CH:29][C:26]([CH:27]=[O:28])=[CH:25][N:24]=1. Product: [F:1][C:2]1[CH:18]=[C:17]([N+:19]([O-:21])=[O:20])[CH:16]=[CH:15][C:3]=1[O:4][C:5]1[CH:10]=[CH:9][N:8]=[C:7]2[CH:11]=[C:12]([C:23]3[CH:30]=[CH:29][C:26]([CH:27]=[O:28])=[CH:25][N:24]=3)[S:13][C:6]=12.